From a dataset of Full USPTO retrosynthesis dataset with 1.9M reactions from patents (1976-2016). Predict the reactants needed to synthesize the given product. (1) The reactants are: [C:1]([O:5][C:6]([N:8]([CH3:13])[CH2:9][C:10]([OH:12])=O)=[O:7])([CH3:4])([CH3:3])[CH3:2].C(Cl)CCl.C1C=CC2N(O)N=NC=2C=1.[N:28]1([CH2:34][CH2:35][O:36][C:37]2[N:42]=[CH:41][C:40]3[NH:43]/[C:44](=[N:52]\[C:53](=[O:60])[C:54]4[CH:59]=[CH:58][CH:57]=[CH:56][CH:55]=4)/[N:45]([CH:46]4[CH2:51][CH2:50][NH:49][CH2:48][CH2:47]4)[C:39]=3[CH:38]=2)[CH2:33][CH2:32][CH2:31][CH2:30][CH2:29]1.CCN(C(C)C)C(C)C. Given the product [C:53](/[N:52]=[C:44]1/[N:45]([CH:46]2[CH2:47][CH2:48][N:49]([C:10](=[O:12])[CH2:9][N:8]([CH3:13])[C:6](=[O:7])[O:5][C:1]([CH3:2])([CH3:3])[CH3:4])[CH2:50][CH2:51]2)[C:39]2[CH:38]=[C:37]([O:36][CH2:35][CH2:34][N:28]3[CH2:33][CH2:32][CH2:31][CH2:30][CH2:29]3)[N:42]=[CH:41][C:40]=2[NH:43]/1)(=[O:60])[C:54]1[CH:55]=[CH:56][CH:57]=[CH:58][CH:59]=1, predict the reactants needed to synthesize it. (2) Given the product [C:27]1([N:19]2[C:20]([C:21]3[CH:22]=[CH:23][CH:24]=[CH:25][CH:26]=3)=[C:16]([N:15]3[C:11]([P:3]4[C:2]([CH3:39])([CH3:1])[CH2:7][CH2:6][CH2:5][C:4]4([CH3:10])[CH3:9])=[CH:12][CH:13]=[N:14]3)[C:17]([C:33]3[CH:34]=[CH:35][CH:36]=[CH:37][CH:38]=3)=[N:18]2)[CH:28]=[CH:29][CH:30]=[CH:31][CH:32]=1, predict the reactants needed to synthesize it. The reactants are: [CH3:1][C:2]1([CH3:39])[CH2:7][C:6](=O)[CH2:5][C:4]([CH3:10])([CH3:9])[P:3]1[C:11]1[N:15]([C:16]2[C:17]([C:33]3[CH:38]=[CH:37][CH:36]=[CH:35][CH:34]=3)=[N:18][N:19]([C:27]3[CH:32]=[CH:31][CH:30]=[CH:29][CH:28]=3)[C:20]=2[C:21]2[CH:26]=[CH:25][CH:24]=[CH:23][CH:22]=2)[N:14]=[CH:13][CH:12]=1.C(O)COCCO.O.NN.[OH-].[K+]. (3) Given the product [CH3:20][O:19][C:17]1[CH:16]=[CH:15][C:13]2[NH:14][C:24]3[CH2:23][CH:22]([CH3:21])[NH:27][C:26](=[O:28])[C:25]=3[S:11][C:12]=2[CH:18]=1, predict the reactants needed to synthesize it. The reactants are: [NH2:14][C:13]1[CH:15]=[CH:16][C:17]([O:19][CH3:20])=[CH:18][C:12]=1[S:11][S:11][C:12]1[CH:18]=[C:17]([O:19][CH3:20])[CH:16]=[CH:15][C:13]=1[NH2:14].[CH3:21][CH:22]1[NH:27][C:26](=[O:28])[CH2:25][C:24](=O)[CH2:23]1. (4) Given the product [CH3:1][C:2]1[C:3]([N:9]2[CH2:14][CH2:13][N:12]([C:15]([C:17]3[CH:22]=[CH:21][C:20]([N:26]4[C@H:25]([CH3:24])[CH2:29][CH2:28][S:27]4(=[O:31])=[O:30])=[CH:19][CH:18]=3)=[O:16])[CH2:11][CH2:10]2)=[N:4][CH:5]=[C:6]([CH3:8])[CH:7]=1, predict the reactants needed to synthesize it. The reactants are: [CH3:1][C:2]1[C:3]([N:9]2[CH2:14][CH2:13][N:12]([C:15]([C:17]3[CH:22]=[CH:21][C:20](I)=[CH:19][CH:18]=3)=[O:16])[CH2:11][CH2:10]2)=[N:4][CH:5]=[C:6]([CH3:8])[CH:7]=1.[CH3:24][C@@H:25]1[CH2:29][CH2:28][S:27](=[O:31])(=[O:30])[NH:26]1.C(=O)([O-])[O-].[K+].[K+].CNCCNC. (5) The reactants are: COC(/C=C/[C:7]1[CH:12]=[C:11](O)[C:10]2[O:14][CH:15](C3C=CC(O)=C(O)C=3)[CH:16](C(OC)=O)[C:9]=2[CH:8]=1)=O.O1C=CC=C1C=O.C(OCC)(=O)CCC(OCC)=O.CC(C)([O-])C.[K+].C([O-])(=O)C.[Na+].C(OC(=O)C)(=O)C.C([O-])([O-])=O.[K+].[K+]. Given the product [O:14]1[C:10]2[CH:11]=[CH:12][CH:7]=[CH:8][C:9]=2[CH:16]=[CH:15]1, predict the reactants needed to synthesize it. (6) Given the product [CH3:1][C:2]1[CH:3]=[CH:4][C:5]([S:8]([O:11][CH2:12][CH:13]2[CH2:17][C:16]3[CH:18]=[CH:19][CH:20]=[C:21]([O:22][S:34]([C:33]([F:46])([F:45])[F:32])(=[O:36])=[O:35])[C:15]=3[O:14]2)(=[O:10])=[O:9])=[CH:6][CH:7]=1, predict the reactants needed to synthesize it. The reactants are: [CH3:1][C:2]1[CH:7]=[CH:6][C:5]([S:8]([O:11][CH2:12][CH:13]2[CH2:17][C:16]3[CH:18]=[CH:19][CH:20]=[C:21]([OH:22])[C:15]=3[O:14]2)(=[O:10])=[O:9])=[CH:4][CH:3]=1.C(N(C(C)C)CC)(C)C.[F:32][C:33]([F:46])([F:45])[S:34](O[S:34]([C:33]([F:46])([F:45])[F:32])(=[O:36])=[O:35])(=[O:36])=[O:35].CC1C=CC(S(OC)(=O)=O)=CC=1. (7) The reactants are: [C:1]1([CH2:7][SH:8])[CH:6]=[CH:5][CH:4]=[CH:3][CH:2]=1.F[C:10]1[CH:15]=[C:14]([C:16]([F:19])([F:18])[F:17])[CH:13]=[CH:12][N:11]=1.C(=O)([O-])[O-].[K+].[K+].O. Given the product [CH2:7]([S:8][C:10]1[CH:15]=[C:14]([C:16]([F:19])([F:18])[F:17])[CH:13]=[CH:12][N:11]=1)[C:1]1[CH:6]=[CH:5][CH:4]=[CH:3][CH:2]=1, predict the reactants needed to synthesize it.